Dataset: Catalyst prediction with 721,799 reactions and 888 catalyst types from USPTO. Task: Predict which catalyst facilitates the given reaction. (1) Reactant: [CH2:1]([Mg]Br)[CH3:2].[Cl:5][C:6]1[CH:7]=[CH:8][C:9]([CH:29]=[O:30])=[C:10]2[C:14]=1[N:13]=[C:12]1[N:15]([C:19]3[CH:20]=[N:21][C:22]([N:26]([CH3:28])[CH3:27])=[CH:23][C:24]=3[CH3:25])[CH2:16][CH2:17][CH2:18][N:11]21. Product: [Cl:5][C:6]1[C:14]2[N:13]=[C:12]3[N:15]([C:19]4[CH:20]=[N:21][C:22]([N:26]([CH3:27])[CH3:28])=[CH:23][C:24]=4[CH3:25])[CH2:16][CH2:17][CH2:18][N:11]3[C:10]=2[C:9]([CH:29]([OH:30])[CH2:1][CH3:2])=[CH:8][CH:7]=1. The catalyst class is: 7. (2) Reactant: [F:11][C:10]([F:13])([F:12])[S:7](O[S:7]([C:10]([F:13])([F:12])[F:11])(=[O:9])=[O:8])(=[O:9])=[O:8].[C:16]([C:18]1([C:24]2[N:29]=[CH:28][C:27]([NH:30][C:31]([C:33]3[CH:34]=[N:35][N:36]([C:39]4[CH:44]=[CH:43][C:42]([C:45]([F:48])([F:47])[F:46])=[CH:41][N:40]=4)[C:37]=3[CH3:38])=[O:32])=[CH:26][CH:25]=2)[CH2:23][CH2:22][NH:21][CH2:20][CH2:19]1)#[N:17].C(N(CC)CC)C.O. Product: [C:16]([C:18]1([C:24]2[N:29]=[CH:28][C:27]([NH:30][C:31]([C:33]3[CH:34]=[N:35][N:36]([C:39]4[CH:44]=[CH:43][C:42]([C:45]([F:48])([F:47])[F:46])=[CH:41][N:40]=4)[C:37]=3[CH3:38])=[O:32])=[CH:26][CH:25]=2)[CH2:19][CH2:20][N:21]([S:7]([C:10]([F:11])([F:12])[F:13])(=[O:8])=[O:9])[CH2:22][CH2:23]1)#[N:17]. The catalyst class is: 4. (3) Reactant: [NH2:1][C:2]1[CH:3]=[N:4][S:5][C:6]=1[N:7]1[CH2:12][CH2:11][CH2:10][C@H:9]([NH:13][C:14](=[O:20])[O:15][C:16]([CH3:19])([CH3:18])[CH3:17])[CH2:8]1.OS(O)(=O)=O.N([O-])=O.[Na+].[N-:30]=[N+:31]=[N-].[Na+].N#N.C([O-])([O-])=O.[Na+].[Na+]. Product: [N:1]([C:2]1[CH:3]=[N:4][S:5][C:6]=1[N:7]1[CH2:12][CH2:11][CH2:10][C@H:9]([NH:13][C:14](=[O:20])[O:15][C:16]([CH3:17])([CH3:19])[CH3:18])[CH2:8]1)=[N+:30]=[N-:31]. The catalyst class is: 283. (4) Reactant: [CH2:1]([O:8][CH2:9][CH2:10][O:11][C:12]1[CH:17]=[CH:16][C:15](Br)=[CH:14][CH:13]=1)[C:2]1[CH:7]=[CH:6][CH:5]=[CH:4][CH:3]=1.C([O:22][B:23]([O:28]C(C)C)[O:24]C(C)C)(C)C.C([Li])CCC.Cl. Product: [CH2:1]([O:8][CH2:9][CH2:10][O:11][C:12]1[CH:17]=[CH:16][C:15]([O:22][B:23]([OH:28])[OH:24])=[CH:14][CH:13]=1)[C:2]1[CH:7]=[CH:6][CH:5]=[CH:4][CH:3]=1. The catalyst class is: 1.